Dataset: Forward reaction prediction with 1.9M reactions from USPTO patents (1976-2016). Task: Predict the product of the given reaction. (1) Given the reactants [C:1]([CH:5]1[CH2:10][CH2:9][CH:8]([N:11]([CH2:22][C:23]2[CH:31]=[CH:30][C:26]([C:27](O)=[O:28])=[CH:25][CH:24]=2)[C:12]2[N:16]([CH3:17])[C:15]3[CH:18]=[CH:19][CH:20]=[CH:21][C:14]=3[N:13]=2)[CH2:7][CH2:6]1)([CH3:4])([CH3:3])[CH3:2].[NH:32]1[C:36]([CH2:37][NH2:38])=[N:35][N:34]=[N:33]1.C1C=CC2N(O)N=NC=2C=1.C(Cl)CCl.CCN(C(C)C)C(C)C, predict the reaction product. The product is: [C:1]([CH:5]1[CH2:6][CH2:7][CH:8]([N:11]([CH2:22][C:23]2[CH:24]=[CH:25][C:26]([C:27]([NH:38][CH2:37][C:36]3[NH:35][N:34]=[N:33][N:32]=3)=[O:28])=[CH:30][CH:31]=2)[C:12]2[N:16]([CH3:17])[C:15]3[CH:18]=[CH:19][CH:20]=[CH:21][C:14]=3[N:13]=2)[CH2:9][CH2:10]1)([CH3:4])([CH3:2])[CH3:3]. (2) Given the reactants FC1C=CC(NC(=O)NC2C=CC(C3C=C4C(=CC=3)C(=O)N([C@@H](C(C)C)C(O)=O)C4)=CC=2)=CC=1.[F:35][C:36]1[CH:37]=[C:38]([NH:42][C:43](=[O:69])[NH:44][C:45]2[CH:50]=[CH:49][C:48]([C:51]3[CH:52]=[C:53]4[C:57](=[CH:58][CH:59]=3)[C:56](=[O:60])[N:55]([C@@H:61]([CH:66]([CH3:68])[CH3:67])[C:62]([O:64]C)=[O:63])[CH2:54]4)=[CH:47][CH:46]=2)[CH:39]=[CH:40][CH:41]=1, predict the reaction product. The product is: [F:35][C:36]1[CH:37]=[C:38]([NH:42][C:43](=[O:69])[NH:44][C:45]2[CH:46]=[CH:47][C:48]([C:51]3[CH:52]=[C:53]4[C:57](=[CH:58][CH:59]=3)[C:56](=[O:60])[N:55]([C@@H:61]([CH:66]([CH3:67])[CH3:68])[C:62]([OH:64])=[O:63])[CH2:54]4)=[CH:49][CH:50]=2)[CH:39]=[CH:40][CH:41]=1. (3) Given the reactants [Br:1][C:2]1[CH:3]=[N:4][N:5]([CH3:17])[C:6]=1[C:7]1[CH:8]=[C:9]([C:14]([OH:16])=O)[S:10][C:11]=1[CH2:12][CH3:13].[NH2:18][C@@H:19]([CH2:32][C:33]1[CH:38]=[CH:37][CH:36]=[CH:35][C:34]=1[C:39]([F:42])([F:41])[F:40])[CH2:20][N:21]1[C:29](=[O:30])[C:28]2[C:23](=[CH:24][CH:25]=[CH:26][CH:27]=2)[C:22]1=[O:31].C(N(CC)C(C)C)(C)C.F[P-](F)(F)(F)(F)F.Br[P+](N1CCCC1)(N1CCCC1)N1CCCC1, predict the reaction product. The product is: [Br:1][C:2]1[CH:3]=[N:4][N:5]([CH3:17])[C:6]=1[C:7]1[CH:8]=[C:9]([C:14]([NH:18][C@@H:19]([CH2:32][C:33]2[CH:38]=[CH:37][CH:36]=[CH:35][C:34]=2[C:39]([F:42])([F:40])[F:41])[CH2:20][N:21]2[C:29](=[O:30])[C:28]3[C:23](=[CH:24][CH:25]=[CH:26][CH:27]=3)[C:22]2=[O:31])=[O:16])[S:10][C:11]=1[CH2:12][CH3:13]. (4) The product is: [O:10]1[C:14]2[CH:15]=[CH:16][C:17]([C:19]3[N:9]=[C:5]4[CH:4]=[C:3]([NH:2][CH3:1])[CH:8]=[CH:7][N:6]4[CH:20]=3)=[CH:18][C:13]=2[O:12][CH2:11]1. Given the reactants [CH3:1][NH:2][C:3]1[CH:8]=[CH:7][N:6]=[C:5]([NH2:9])[CH:4]=1.[O:10]1[C:14]2[CH:15]=[CH:16][C:17]([C:19](=O)[CH2:20]Br)=[CH:18][C:13]=2[O:12][CH2:11]1, predict the reaction product. (5) Given the reactants [Cl:1][C:2]1[C:3]([C:12](Cl)=[O:13])=[N:4][C:5]2[C:10]([N:11]=1)=[CH:9][CH:8]=[CH:7][CH:6]=2.[NH2:15][C:16]1[CH:28]=[CH:27][C:19]([C:20]([O:22][C:23]([CH3:26])([CH3:25])[CH3:24])=[O:21])=[CH:18][CH:17]=1.N1C=CC=CC=1.O, predict the reaction product. The product is: [Cl:1][C:2]1[C:3]([C:12]([NH:15][C:16]2[CH:28]=[CH:27][C:19]([C:20]([O:22][C:23]([CH3:24])([CH3:25])[CH3:26])=[O:21])=[CH:18][CH:17]=2)=[O:13])=[N:4][C:5]2[C:10]([N:11]=1)=[CH:9][CH:8]=[CH:7][CH:6]=2. (6) The product is: [C:4]([NH:7][C:8]([CH2:29][CH2:30][CH:31]1[CH2:40][C:39]2[C:34](=[CH:35][CH:36]=[CH:37][CH:38]=2)[CH2:33][N:32]1[CH2:1][CH3:2])([CH2:16][CH2:17][CH2:18][CH2:19][B:20]1[O:21][C:22]([CH3:27])([CH3:28])[C:23]([CH3:25])([CH3:26])[O:24]1)[C:9]([NH:11][C:12]([CH3:13])([CH3:14])[CH3:15])=[O:10])(=[O:6])[CH3:5]. Given the reactants [CH:1](=O)[CH3:2].[C:4]([NH:7][C:8]([CH2:29][CH2:30][CH:31]1[CH2:40][C:39]2[C:34](=[CH:35][CH:36]=[CH:37][CH:38]=2)[CH2:33][NH:32]1)([CH2:16][CH2:17][CH2:18][CH2:19][B:20]1[O:24][C:23]([CH3:26])([CH3:25])[C:22]([CH3:28])([CH3:27])[O:21]1)[C:9]([NH:11][C:12]([CH3:15])([CH3:14])[CH3:13])=[O:10])(=[O:6])[CH3:5].C(O[BH-](OC(=O)C)OC(=O)C)(=O)C.[Na+], predict the reaction product.